Regression. Given a peptide amino acid sequence and an MHC pseudo amino acid sequence, predict their binding affinity value. This is MHC class I binding data. From a dataset of Peptide-MHC class I binding affinity with 185,985 pairs from IEDB/IMGT. The peptide sequence is MVINGEQGT. The MHC is HLA-A02:12 with pseudo-sequence HLA-A02:12. The binding affinity (normalized) is 0.0847.